From a dataset of Full USPTO retrosynthesis dataset with 1.9M reactions from patents (1976-2016). Predict the reactants needed to synthesize the given product. The reactants are: [F:1][C:2]1[C:7]([N+:8]([O-:10])=[O:9])=[CH:6][C:5]([NH2:11])=[C:4]([NH2:12])[CH:3]=1.[C:13]1([CH3:23])[CH:18]=[CH:17][C:16]([S:19](Cl)(=[O:21])=[O:20])=[CH:15][CH:14]=1.Cl. Given the product [NH2:12][C:4]1[CH:3]=[C:2]([F:1])[C:7]([N+:8]([O-:10])=[O:9])=[CH:6][C:5]=1[NH:11][S:19]([C:16]1[CH:17]=[CH:18][C:13]([CH3:23])=[CH:14][CH:15]=1)(=[O:21])=[O:20], predict the reactants needed to synthesize it.